The task is: Predict the product of the given reaction.. This data is from Forward reaction prediction with 1.9M reactions from USPTO patents (1976-2016). (1) The product is: [CH:23]1[C:22]2[N:21]([C:18]3[CH:19]=[CH:20][C:15]([C:12]4[N:13]=[CH:14][C:9]([C:36]5[CH:41]=[N:40][C:39]([C:42]6[O:43][C:44]7[CH:50]=[CH:49][CH:48]=[CH:47][C:45]=7[N:46]=6)=[CH:38][CH:37]=5)=[CH:10][CH:11]=4)=[CH:16][CH:17]=3)[C:33]3[C:28](=[CH:29][CH:30]=[CH:31][CH:32]=3)[C:27]=2[CH:26]=[CH:25][CH:24]=1. Given the reactants CC1(C)C(C)(C)OB([C:9]2[CH:10]=[CH:11][C:12]([C:15]3[CH:20]=[CH:19][C:18]([N:21]4[C:33]5[CH:32]=[CH:31][CH:30]=[CH:29][C:28]=5[C:27]5[C:22]4=[CH:23][CH:24]=[CH:25][CH:26]=5)=[CH:17][CH:16]=3)=[N:13][CH:14]=2)O1.Br[C:36]1[CH:37]=[CH:38][C:39]([C:42]2[O:43][C:44]3[CH:50]=[CH:49][CH:48]=[CH:47][C:45]=3[N:46]=2)=[N:40][CH:41]=1.C([O-])([O-])=O.[Na+].[Na+].O, predict the reaction product. (2) Given the reactants [CH2:1]([O:5][C:6]1[CH:7]=[C:8]2[C:13](=[CH:14][CH:15]=1)[C:12](=[O:16])[N:11]([C:17]1[CH:22]=[CH:21][C:20]([N:23]3[CH2:27][CH2:26][C:25](=O)[CH2:24]3)=[CH:19][CH:18]=1)[CH2:10][CH2:9]2)[CH2:2][CH2:3][CH3:4].[NH:29]1[CH2:33][CH2:32][CH2:31][CH2:30]1, predict the reaction product. The product is: [N:29]1([CH:25]2[CH2:26][CH2:27][N:23]([C:20]3[CH:19]=[CH:18][C:17]([N:11]4[CH2:10][CH2:9][C:8]5[C:13](=[CH:14][CH:15]=[C:6]([O:5][CH2:1][CH2:2][CH2:3][CH3:4])[CH:7]=5)[C:12]4=[O:16])=[CH:22][CH:21]=3)[CH2:24]2)[CH2:33][CH2:32][CH2:31][CH2:30]1.